This data is from Reaction yield outcomes from USPTO patents with 853,638 reactions. The task is: Predict the reaction yield, written as a fraction of the theoretical maximum amount of product (1.0 means a 100% yield; for example, 0.34 means a 34% yield). The yield is 0.168. The reactants are C1C=CC2N(O)N=NC=2C=1.[C:11]([C:13]1[CH:18]=[CH:17][C:16]([C:19]2[CH:20]=[N:21][N:22]([C:25]3[CH:33]=[CH:32][C:28]([C:29]([OH:31])=O)=[CH:27][N:26]=3)[C:23]=2[OH:24])=[CH:15][CH:14]=1)#[N:12].[C:34]([NH2:38])([CH3:37])([CH3:36])[CH3:35].CCN(C(C)C)C(C)C.CN(C(ON1N=NC2C=CC=NC1=2)=[N+](C)C)C.F[P-](F)(F)(F)(F)F. The product is [C:34]([NH:38][C:29](=[O:31])[C:28]1[CH:32]=[CH:33][C:25]([N:22]2[C:23]([OH:24])=[C:19]([C:16]3[CH:15]=[CH:14][C:13]([C:11]#[N:12])=[CH:18][CH:17]=3)[CH:20]=[N:21]2)=[N:26][CH:27]=1)([CH3:37])([CH3:36])[CH3:35]. The catalyst is CN(C=O)C.CCOC(C)=O.CS(C)=O.C(Cl)CCl.